This data is from Catalyst prediction with 721,799 reactions and 888 catalyst types from USPTO. The task is: Predict which catalyst facilitates the given reaction. (1) Reactant: [CH2:1]([O:5][C:6]1[CH:7]=[C:8]([CH:22]=[C:23]([O:25][CH:26]([CH3:28])[CH3:27])[CH:24]=1)[C:9]([NH:11][C:12]1[N:17]=[CH:16][C:15]([C:18]([O:20]C)=[O:19])=[CH:14][CH:13]=1)=[O:10])[CH:2]([CH3:4])[CH3:3].[OH-].[Na+].O.Cl. The catalyst class is: 1. Product: [CH2:1]([O:5][C:6]1[CH:7]=[C:8]([CH:22]=[C:23]([O:25][CH:26]([CH3:28])[CH3:27])[CH:24]=1)[C:9]([NH:11][C:12]1[N:17]=[CH:16][C:15]([C:18]([OH:20])=[O:19])=[CH:14][CH:13]=1)=[O:10])[CH:2]([CH3:4])[CH3:3]. (2) Reactant: [OH:1][CH2:2][CH:3]1[CH2:7][CH2:6][CH:5]([CH2:8][OH:9])[O:4]1.[C:10]1([CH3:20])[CH:15]=[CH:14][C:13]([S:16](Cl)(=[O:18])=[O:17])=[CH:12][CH:11]=1. Product: [CH3:20][C:10]1[CH:15]=[CH:14][C:13]([S:16]([O:9][CH2:8][CH:5]2[O:4][CH:3]([CH2:2][O:1][S:16]([C:13]3[CH:14]=[CH:15][C:10]([CH3:20])=[CH:11][CH:12]=3)(=[O:18])=[O:17])[CH2:7][CH2:6]2)(=[O:18])=[O:17])=[CH:12][CH:11]=1. The catalyst class is: 272. (3) Reactant: [N+:1]([O-:4])(O)=[O:2].[CH3:5][N:6]1[CH:10]=[CH:9][CH:8]=[C:7]1[C:11]([OH:13])=[O:12]. Product: [CH3:5][N:6]1[CH:10]=[C:9]([N+:1]([O-:4])=[O:2])[CH:8]=[C:7]1[C:11]([OH:13])=[O:12]. The catalyst class is: 152.